This data is from Catalyst prediction with 721,799 reactions and 888 catalyst types from USPTO. The task is: Predict which catalyst facilitates the given reaction. Reactant: [NH3:1].CO.[Cl:4][C:5]1[C:10]([CH:11]=[O:12])=[C:9](Cl)[N:8]=[CH:7][N:6]=1. Product: [NH2:1][C:9]1[C:10]([CH:11]=[O:12])=[C:5]([Cl:4])[N:6]=[CH:7][N:8]=1. The catalyst class is: 11.